Dataset: Reaction yield outcomes from USPTO patents with 853,638 reactions. Task: Predict the reaction yield, written as a fraction of the theoretical maximum amount of product (1.0 means a 100% yield; for example, 0.34 means a 34% yield). (1) The reactants are Br[CH2:2][C:3]1[CH:7]=[C:6]([C:8]2[S:9][C:10]([C:13]3[CH:18]=[CH:17][CH:16]=[C:15]([S:19]([CH3:22])(=[O:21])=[O:20])[CH:14]=3)=[CH:11][CH:12]=2)[N:5]([C:23]2[CH:28]=[CH:27][CH:26]=[CH:25][C:24]=2[Cl:29])[N:4]=1.C([O-])([O-])=O.[K+].[K+].[NH:36]1[CH2:41][CH2:40][O:39][CH2:38][CH2:37]1. The catalyst is CC#N. The product is [Cl:29][C:24]1[CH:25]=[CH:26][CH:27]=[CH:28][C:23]=1[N:5]1[C:6]([C:8]2[S:9][C:10]([C:13]3[CH:18]=[CH:17][CH:16]=[C:15]([S:19]([CH3:22])(=[O:20])=[O:21])[CH:14]=3)=[CH:11][CH:12]=2)=[CH:7][C:3]([CH2:2][N:36]2[CH2:41][CH2:40][O:39][CH2:38][CH2:37]2)=[N:4]1. The yield is 0.960. (2) The reactants are [CH3:1][O:2][C@@H:3]1[C@@H:7]([O:8][N+:9]([O-:11])=[O:10])[CH2:6][C@H:5]([C:12]([O:14]C)=[O:13])[CH2:4]1.[OH-].[K+].Cl. The catalyst is CO. The product is [CH3:1][O:2][C@H:3]1[C@H:7]([O:8][N+:9]([O-:11])=[O:10])[CH2:6][C@@H:5]([C:12]([OH:14])=[O:13])[CH2:4]1. The yield is 0.920.